This data is from Reaction yield outcomes from USPTO patents with 853,638 reactions. The task is: Predict the reaction yield, written as a fraction of the theoretical maximum amount of product (1.0 means a 100% yield; for example, 0.34 means a 34% yield). (1) The reactants are [OH:1][C:2]1[CH:3]=[CH:4][C:5]2[C:9]([C:10]([O-:12])=[O:11])=[C:8]([CH3:13])[S:7][C:6]=2[CH:14]=1.Cl[C:16]1[CH:21]=[CH:20][N:19]=[C:18]2[CH:22]=[C:23]([C:25]([N:27]3[CH2:31][CH2:30][C@@H:29]([O:32][CH3:33])[CH2:28]3)=[O:26])[S:24][C:17]=12.[C:34]([O-])([O-])=O.[Cs+].[Cs+]. No catalyst specified. The product is [CH3:33][O:32][C@@H:29]1[CH2:30][CH2:31][N:27]([C:25]([C:23]2[S:24][C:17]3[C:18](=[N:19][CH:20]=[CH:21][C:16]=3[O:1][C:2]3[CH:3]=[CH:4][C:5]4[C:9]([C:10]([O:12][CH3:34])=[O:11])=[C:8]([CH3:13])[S:7][C:6]=4[CH:14]=3)[CH:22]=2)=[O:26])[CH2:28]1. The yield is 1.00. (2) The reactants are [CH3:1][O:2][C:3]1[C:8]([CH3:9])=[CH:7][CH:6]=[CH:5][C:4]=1[C:10](O)([CH3:12])[CH3:11].[CH2:14]([O:16][C:17](=[O:25])[C:18]([O:20][Si](C)(C)C)=[CH2:19])[CH3:15].[Sn](Cl)(Cl)(Cl)Cl.C(=O)([O-])[O-].[K+].[K+]. The catalyst is ClCCl. The product is [CH2:14]([O:16][C:17](=[O:25])[C:18](=[O:19])[CH2:20][C:10]([C:4]1[CH:5]=[CH:6][CH:7]=[C:8]([CH3:9])[C:3]=1[O:2][CH3:1])([CH3:12])[CH3:11])[CH3:15]. The yield is 0.416. (3) The reactants are [NH:1]([C:3](=[O:22])[CH2:4][O:5][C:6]1[CH:21]=[CH:20][C:9]([C:10]([O:12]CC2C=CC=CC=2)=[O:11])=[CH:8][CH:7]=1)[NH2:2]. The catalyst is CC(O)=O.[Pd]. The product is [NH:1]([C:3](=[O:22])[CH2:4][O:5][C:6]1[CH:21]=[CH:20][C:9]([C:10]([OH:12])=[O:11])=[CH:8][CH:7]=1)[NH2:2]. The yield is 0.420. (4) The reactants are [N+:1]([C:4]1[CH:10]=[C:9]([C:11]([CH3:14])([CH3:13])[CH3:12])[CH:8]=[CH:7][C:5]=1[NH2:6])([O-:3])=[O:2].CC(O)=O.[CH2:19]([CH2:23][C:24](=O)[CH3:25])[C:20]([CH3:22])=O. The catalyst is C1CCCCC1.C(Cl)Cl. The product is [C:11]([C:9]1[CH:8]=[CH:7][C:5]([N:6]2[C:24]([CH3:25])=[CH:23][CH:19]=[C:20]2[CH3:22])=[C:4]([N+:1]([O-:3])=[O:2])[CH:10]=1)([CH3:14])([CH3:13])[CH3:12]. The yield is 0.490. (5) The yield is 0.200. The product is [C:1]([O:5][C:6]([N:8]1[CH2:13][CH2:12][N:11]([S:14]([C:17]2[CH:18]=[CH:19][C:20]([NH:23][C:33](=[O:36])[CH:34]=[CH2:35])=[CH:21][CH:22]=2)(=[O:16])=[O:15])[CH2:10][CH2:9]1)=[O:7])([CH3:4])([CH3:2])[CH3:3]. The reactants are [C:1]([O:5][C:6]([N:8]1[CH2:13][CH2:12][N:11]([S:14]([C:17]2[CH:22]=[CH:21][C:20]([NH2:23])=[CH:19][CH:18]=2)(=[O:16])=[O:15])[CH2:10][CH2:9]1)=[O:7])([CH3:4])([CH3:3])[CH3:2].C(N(C(C)C)CC)(C)C.[C:33](Cl)(=[O:36])[CH:34]=[CH2:35]. The catalyst is C(Cl)Cl.